From a dataset of Reaction yield outcomes from USPTO patents with 853,638 reactions. Predict the reaction yield, written as a fraction of the theoretical maximum amount of product (1.0 means a 100% yield; for example, 0.34 means a 34% yield). (1) The product is [CH2:13]([C:17]1[N:21]([CH2:22][C:23]2[CH:28]=[CH:27][C:26]([C:29]3[CH:34]=[CH:33][CH:32]=[CH:31][C:30]=3[C:35]3[NH:3][C:4](=[O:7])[O:5][N:36]=3)=[CH:25][CH:24]=2)[C:20](=[O:37])[N:19]([CH2:38][CH2:39][C:40]2[CH:45]=[CH:44][CH:43]=[CH:42][CH:41]=2)[N:18]=1)[CH2:14][CH2:15][CH3:16]. The reactants are [Cl-].O[NH3+:3].[C:4](=[O:7])([O-])[OH:5].[Na+].CS(C)=O.[CH2:13]([C:17]1[N:21]([CH2:22][C:23]2[CH:28]=[CH:27][C:26]([C:29]3[C:30]([C:35]#[N:36])=[CH:31][CH:32]=[CH:33][CH:34]=3)=[CH:25][CH:24]=2)[C:20](=[O:37])[N:19]([CH2:38][CH2:39][C:40]2[CH:45]=[CH:44][CH:43]=[CH:42][CH:41]=2)[N:18]=1)[CH2:14][CH2:15][CH3:16]. The yield is 0.550. The catalyst is C(OCC)(=O)C. (2) The reactants are [C:1]([C:5]1[N:6]([CH3:17])[C:7]2[C:12]([CH:13]=1)=[CH:11][C:10]([N+:14]([O-])=O)=[CH:9][CH:8]=2)([CH3:4])([CH3:3])[CH3:2]. The catalyst is CO.[Ni]. The product is [C:1]([C:5]1[N:6]([CH3:17])[C:7]2[C:12]([CH:13]=1)=[CH:11][C:10]([NH2:14])=[CH:9][CH:8]=2)([CH3:4])([CH3:2])[CH3:3]. The yield is 0.660. (3) The reactants are [F:1][C:2]1[N:7]=[C:6]([N:8]2[C:16]3[CH:15]=[C:14]([C:17]4[CH:18]=[N:19][CH:20]=[C:21]([C:23]([CH3:25])=[CH2:24])[CH:22]=4)[N:13]=[CH:12][C:11]=3[CH:10]=[N:9]2)[CH:5]=[CH:4][CH:3]=1.[H][H]. The catalyst is C(O)C.[OH-].[OH-].[Pd+2]. The product is [F:1][C:2]1[N:7]=[C:6]([N:8]2[C:16]3[CH:15]=[C:14]([C:17]4[CH:18]=[N:19][CH:20]=[C:21]([CH:23]([CH3:25])[CH3:24])[CH:22]=4)[N:13]=[CH:12][C:11]=3[CH:10]=[N:9]2)[CH:5]=[CH:4][CH:3]=1. The yield is 0.820. (4) The reactants are [N+:1]([C:4]1[CH:15]=[C:7]2[CH2:8][N:9]([C:12](=[O:14])[CH3:13])[CH2:10][CH2:11][N:6]2[N:5]=1)([O-])=O. The yield is 0.950. The catalyst is [Pd].C(O)C. The product is [NH2:1][C:4]1[CH:15]=[C:7]2[CH2:8][N:9]([C:12](=[O:14])[CH3:13])[CH2:10][CH2:11][N:6]2[N:5]=1. (5) The reactants are [F:1][C:2]1([CH2:10][C:11]2[CH:19]=[CH:18][C:14]([C:15]([OH:17])=O)=[CH:13][CH:12]=2)[CH2:9][CH2:8][CH2:7][CH2:6][CH2:5][C:4]#[C:3]1.FC(F)(F)C([O-])=O.[O:27]=[C:28]1[CH:32]=[CH:31][C:30](=[O:33])[N:29]1[CH2:34][CH2:35][CH2:36][NH3+:37].ON1C2C=CC=CC=2N=N1. The catalyst is C(Cl)Cl. The product is [O:27]=[C:28]1[CH:32]=[CH:31][C:30](=[O:33])[N:29]1[CH2:34][CH2:35][CH2:36][NH:37][C:15](=[O:17])[C:14]1[CH:13]=[CH:12][C:11]([CH2:10][C:2]2([F:1])[CH2:9][CH2:8][CH2:7][CH2:6][CH2:5][C:4]#[C:3]2)=[CH:19][CH:18]=1. The yield is 0.650. (6) The reactants are [CH3:1][C:2]1[C:6]([CH2:7][N:8]2[CH:12]=[C:11]([NH2:13])[CH:10]=[N:9]2)=[C:5]([CH3:14])[O:4][N:3]=1.[Cl:15][CH2:16][CH2:17][N:18]=[C:19]=[O:20]. The catalyst is C(#N)C. The product is [Cl:15][CH2:16][CH2:17][NH:18][C:19]([NH:13][C:11]1[CH:10]=[N:9][N:8]([CH2:7][C:6]2[C:2]([CH3:1])=[N:3][O:4][C:5]=2[CH3:14])[CH:12]=1)=[O:20]. The yield is 0.400.